This data is from Reaction yield outcomes from USPTO patents with 853,638 reactions. The task is: Predict the reaction yield, written as a fraction of the theoretical maximum amount of product (1.0 means a 100% yield; for example, 0.34 means a 34% yield). The reactants are [Cl:1][C:2]1[CH:3]=[C:4]2[C:10]([CH:11]3[CH2:15][CH2:14][N:13]([C:16](OC(C)(C)C)=O)[CH2:12]3)=[C:9](I)[NH:8][C:5]2=[N:6][CH:7]=1.Cl. No catalyst specified. The product is [Cl:1][C:2]1[CH:3]=[C:4]2[C:10]([CH:11]3[CH2:12][CH2:16][NH:13][CH2:14][CH2:15]3)=[C:9]([C:4]3[CH:10]=[CH:9][NH:8][CH:5]=3)[NH:8][C:5]2=[N:6][CH:7]=1. The yield is 0.170.